Task: Predict the product of the given reaction.. Dataset: Forward reaction prediction with 1.9M reactions from USPTO patents (1976-2016) (1) The product is: [CH2:1]([O:8][C:9]1[CH:10]=[CH:11][C:12]([CH2:15][CH:16]([O:20][CH3:21])[C:17]([O-:19])=[O:18])=[CH:13][CH:14]=1)[C:2]1[CH:7]=[CH:6][CH:5]=[CH:4][CH:3]=1.[Na+:22]. Given the reactants [CH2:1]([O:8][C:9]1[CH:14]=[CH:13][C:12]([CH:15]=[C:16]([O:20][CH3:21])[C:17]([O-:19])=[O:18])=[CH:11][CH:10]=1)[C:2]1[CH:7]=[CH:6][CH:5]=[CH:4][CH:3]=1.[Na+:22].[H][H], predict the reaction product. (2) Given the reactants [Li+].CC([N-]C(C)C)C.[O:9]=[C:10]1[CH2:15][CH2:14][N:13]([C:16]([O:18][C:19]([CH3:22])([CH3:21])[CH3:20])=[O:17])[CH2:12][CH2:11]1.C1C=CC(N([S:30]([C:33]([F:36])([F:35])[F:34])(=[O:32])=[O:31])[S:30]([C:33]([F:36])([F:35])[F:34])(=[O:32])=[O:31])=CC=1, predict the reaction product. The product is: [C:19]([O:18][C:16]([N:13]1[CH2:12][CH:11]=[C:10]([O:9][S:30]([C:33]([F:36])([F:35])[F:34])(=[O:32])=[O:31])[CH2:15][CH2:14]1)=[O:17])([CH3:22])([CH3:21])[CH3:20]. (3) Given the reactants [NH2:1][C@@H:2]1[C:9]2[CH:8]=[CH:7][S:6][C:5]=2[CH2:4][C@@H:3]1[OH:10].[C:11]([NH:18][C@H:19]([C:27](O)=[O:28])[CH2:20][C:21]1[CH:26]=[CH:25][CH:24]=[CH:23][CH:22]=1)([O:13][C:14]([CH3:17])([CH3:16])[CH3:15])=[O:12].CCN=C=NCCCN(C)C.C(O)(=O)CC(CC(O)=O)(C(O)=O)O, predict the reaction product. The product is: [C:14]([O:13][C:11](=[O:12])[NH:18][CH:19]([C:27](=[O:28])[NH:1][CH:2]1[C:9]2[CH:8]=[CH:7][S:6][C:5]=2[CH2:4][CH:3]1[OH:10])[CH2:20][C:21]1[CH:22]=[CH:23][CH:24]=[CH:25][CH:26]=1)([CH3:15])([CH3:17])[CH3:16]. (4) Given the reactants [BH4-].[Na+].[O:3]=[C:4]1[CH2:17][C:6]2([CH2:9][N:8]([C:10]([O:12][C:13]([CH3:16])([CH3:15])[CH3:14])=[O:11])[CH2:7]2)[CH2:5]1, predict the reaction product. The product is: [OH:3][CH:4]1[CH2:5][C:6]2([CH2:9][N:8]([C:10]([O:12][C:13]([CH3:15])([CH3:14])[CH3:16])=[O:11])[CH2:7]2)[CH2:17]1. (5) Given the reactants C([O-])([O-])=O.[K+].[K+].[NH:7]1[C:15]2[C:10](=[CH:11][CH:12]=[C:13]([C:16]([O:18][CH2:19][CH3:20])=[O:17])[CH:14]=2)[CH:9]=[C:8]1[C:21]([O:23][CH2:24][CH3:25])=[O:22].Br[CH:27]([CH3:30])[C:28]#[N:29], predict the reaction product. The product is: [C:28]([CH:27]([N:7]1[C:15]2[C:10](=[CH:11][CH:12]=[C:13]([C:16]([O:18][CH2:19][CH3:20])=[O:17])[CH:14]=2)[CH:9]=[C:8]1[C:21]([O:23][CH2:24][CH3:25])=[O:22])[CH3:30])#[N:29]. (6) Given the reactants CSC1C=[CH:7][C:6]([NH:9][C:10]2C([N+]([O-])=O)=[CH:14][CH:13]=[C:12](Cl)[N:11]=2)=CC=1.C([N:22](CC)CC)C, predict the reaction product. The product is: [NH2:22][CH2:14][CH2:13][CH2:12][N:11]1[CH:7]=[CH:6][N:9]=[CH:10]1. (7) Given the reactants [Na].[CH2:2]([C:11]1[CH:16]=[CH:15][C:14]([CH2:17][N:18]2[CH2:22][CH2:21][CH:20]([C:23]([O:25][CH3:26])=[O:24])[CH2:19]2)=[CH:13][CH:12]=1)[CH2:3][CH2:4][CH2:5][CH2:6][CH2:7][CH2:8][CH2:9][CH3:10].C1(S(N2C(C3C=CC=CC=3)O2)(=O)=[O:34])C=CC=CC=1, predict the reaction product. The product is: [CH2:2]([C:11]1[CH:12]=[CH:13][C:14]([CH2:17][N:18]2[CH2:22][CH2:21][C:20]([C:23]([O:25][CH3:26])=[O:24])([OH:34])[CH2:19]2)=[CH:15][CH:16]=1)[CH2:3][CH2:4][CH2:5][CH2:6][CH2:7][CH2:8][CH2:9][CH3:10].